From a dataset of Full USPTO retrosynthesis dataset with 1.9M reactions from patents (1976-2016). Predict the reactants needed to synthesize the given product. Given the product [N:16]([C:7]([C:10]1[CH:15]=[CH:14][CH:13]=[CH:12][CH:11]=1)([CH3:9])[CH3:8])=[C:24]=[O:25], predict the reactants needed to synthesize it. The reactants are: C1C=CC=CC=1.[C:7]([NH2:16])([C:10]1[CH:15]=[CH:14][CH:13]=[CH:12][CH:11]=1)([CH3:9])[CH3:8].C(N(CC)CC)C.[C:24](Cl)(Cl)=[O:25].